From a dataset of Experimentally validated miRNA-target interactions with 360,000+ pairs, plus equal number of negative samples. Binary Classification. Given a miRNA mature sequence and a target amino acid sequence, predict their likelihood of interaction. (1) The miRNA is hsa-miR-122-3p with sequence AACGCCAUUAUCACACUAAAUA. The protein sequence of the target gene is MGRKKIQISRITDERNRQVTFNKRKFGVMKKAYELSVLCDCEIALIIFSSSNKLYQYASTDMDRVLLKYTEYNEPHESLTNKNIIEKENKNGVMSPDSPEAETDYTLTPRTEAKYNKIDEEFQNMMQRNQMAIGGAGAPRQLPNSSYTLPVSVPVPGSYGDNLLQASPQMSHTNISPRPSSSETDSGGMSLIIYPSGSMLEMSNGYPHSHSPLVGSPSPGPSPGIAHHLSIKQQSPGSQNGRASNLRVVIPPTIAPIPPNMSAPDDVGYADQRQSQTSLNTPVVTLQTPIPALTSYSFGA.... Result: 0 (no interaction). (2) The miRNA is hsa-miR-548n with sequence CAAAAGUAAUUGUGGAUUUUGU. The protein sequence of the target gene is MMEESGIETTPPGTPPPNPAGLAATAMSSTPVPLAATSSFSSPNVSSMESFPPLAYSTPQPPLPPVRPSAPLPFVPPPAVPSVPPLVTSMPPPVSPSTAAAFGNPPVSHFPPSTSAPNTLLPAPPSGPPISGFSVGSTYDITRGHAGRAPQTPLMPSFSAPSGTGLLPTPITQQASLTSLAQGTGTTSAITFPEEQEDPRITRGQDEASAGGIWGFIKGVAGNPMVKSVLDKTKHSVESMITTLDPGMAPYIKSGGELDIVVTSNKEVKVAAVRDAFQEVFGLAVVVGEAGQSNIAPQPV.... Result: 1 (interaction). (3) Result: 0 (no interaction). The protein sequence of the target gene is MKRRLDDQESPVYAAQQRRIPGSTEAFSHQHRVLAPAPPVYEAVSETMQSATGIQYSVAPNYQVSAVPQSSGSHGPAIAAVHSSHHHPTAVQPHGGQVVQSHAHPAPPVAPVQGQQQFQRLKVEDALSYLDQVKLQFGSQPQVYNDFLDIMKEFKSQSIDTPGVISRVSQLFKGHPDLIMGFNTFLPPGYKIEVQTNDMVNVTTPGQVHQIPTHGIQPQPQPPPQHPSQPSSQSAPTPAQPAPQPTAAKVSKPSQLQAHTPASQQTPPLPPYASPRSPPVQPHTPVTISLGTAPSLQNNQ.... The miRNA is hsa-miR-6786-3p with sequence UGACGCCCCUUCUGAUUCUGCCU.